From a dataset of Reaction yield outcomes from USPTO patents with 853,638 reactions. Predict the reaction yield, written as a fraction of the theoretical maximum amount of product (1.0 means a 100% yield; for example, 0.34 means a 34% yield). (1) The reactants are Br[C:2]([CH3:25])([CH3:24])[C:3]([C:5]1[CH:10]=[CH:9][C:8]([C:11]23[CH2:18][CH2:17][C:14]([CH2:19][C:20]([O:22][CH3:23])=[O:21])([CH2:15][CH2:16]2)[CH2:13][CH2:12]3)=[CH:7][CH:6]=1)=O.[NH2:26][C:27]1[C:28]([OH:34])=[N:29][CH:30]=[N:31][C:32]=1[NH2:33].Cl. The catalyst is CCO. The product is [NH2:33][C:32]1[C:27]2[N:26]=[C:3]([C:5]3[CH:10]=[CH:9][C:8]([C:11]45[CH2:16][CH2:15][C:14]([CH2:19][C:20]([O:22][CH3:23])=[O:21])([CH2:13][CH2:12]4)[CH2:17][CH2:18]5)=[CH:7][CH:6]=3)[C:2]([CH3:24])([CH3:25])[O:34][C:28]=2[N:29]=[CH:30][N:31]=1. The yield is 0.0600. (2) The reactants are [CH3:1][S:2][C:3]1[C:13]2[O:12][C:11]3[CH:14]=[CH:15][CH:16]=[CH:17][C:10]=3[N:9]=[C:8]([C:18]3[CH:27]=[CH:26][C:21]([C:22]([O:24][CH3:25])=[O:23])=[CH:20][CH:19]=3)[C:7]=2[CH:6]=[CH:5][CH:4]=1.I(O)(=O)(=O)=[O:29]. The catalyst is C(#N)C.[Fe](Cl)(Cl)Cl. The product is [CH3:1][S:2]([C:3]1[C:13]2[O:12][C:11]3[CH:14]=[CH:15][CH:16]=[CH:17][C:10]=3[N:9]=[C:8]([C:18]3[CH:19]=[CH:20][C:21]([C:22]([O:24][CH3:25])=[O:23])=[CH:26][CH:27]=3)[C:7]=2[CH:6]=[CH:5][CH:4]=1)=[O:29]. The yield is 0.570.